This data is from Forward reaction prediction with 1.9M reactions from USPTO patents (1976-2016). The task is: Predict the product of the given reaction. (1) Given the reactants [CH3:1][C:2]1[N:12]=[C:11]2[N:6]([CH2:7][CH2:8][CH2:9][CH:10]2[OH:13])[C:4](=[O:5])[C:3]=1[CH2:14][CH2:15][N:16]1[CH2:21][CH2:20][CH:19]([C:22]2[C:23]3[CH:24]=[CH:25][C:26]([F:31])=[CH:27][C:28]=3[O:29][N:30]=2)[CH2:18][CH2:17]1.[C:32]([OH:40])(=[O:39])[CH:33]([CH2:35][C:36]([OH:38])=[O:37])[OH:34], predict the reaction product. The product is: [CH3:1][C:2]1[N:12]=[C:11]2[N:6]([CH2:7][CH2:8][CH2:9][CH:10]2[OH:13])[C:4](=[O:5])[C:3]=1[CH2:14][CH2:15][N:16]1[CH2:21][CH2:20][CH:19]([C:22]2[C:23]3[CH:24]=[CH:25][C:26]([F:31])=[CH:27][C:28]=3[O:29][N:30]=2)[CH2:18][CH2:17]1.[C:32]([O-:40])(=[O:39])[CH:33]([CH2:35][C:36]([O-:38])=[O:37])[OH:34]. (2) Given the reactants [F:1][C:2]1[CH:15]=[CH:14][C:5]([C:6]([CH:8]2[CH2:13][CH2:12][NH:11][CH2:10][CH2:9]2)=[O:7])=[CH:4][CH:3]=1.[CH:16]([C:19]1[CH:24]=[CH:23][C:22]([CH:25]2[CH2:27]O2)=[CH:21][CH:20]=1)([CH3:18])[CH3:17].CS([Cl:32])(=O)=O.C(N(CC)CC)C.[NH:40]1[CH:44]=[N:43][CH:42]=[N:41]1, predict the reaction product. The product is: [ClH:32].[ClH:32].[ClH:32].[F:1][C:2]1[CH:3]=[CH:4][C:5]([C:6]([CH:8]2[CH2:13][CH2:12][N:11]([CH2:27][CH:25]([C:22]3[CH:23]=[CH:24][C:19]([CH:16]([CH3:18])[CH3:17])=[CH:20][CH:21]=3)[N:40]3[CH:44]=[N:43][CH:42]=[N:41]3)[CH2:10][CH2:9]2)=[O:7])=[CH:14][CH:15]=1. (3) Given the reactants [CH3:1][S:2](Cl)(=[O:4])=[O:3].[F:6][C:7]([F:34])([F:33])[S:8]([O:11][C:12]1[C:13]([NH2:32])=[CH:14][C:15]2[O:19][C:18]([C:20]3[CH:25]=[CH:24][C:23]([F:26])=[CH:22][CH:21]=3)=[C:17]([C:27](=[O:30])[NH:28][CH3:29])[C:16]=2[CH:31]=1)(=[O:10])=[O:9].CCN(C(C)C)C(C)C, predict the reaction product. The product is: [F:34][C:7]([F:6])([F:33])[S:8]([O:11][C:12]1[C:13]([N:32]([S:2]([CH3:1])(=[O:4])=[O:3])[S:2]([CH3:1])(=[O:4])=[O:3])=[CH:14][C:15]2[O:19][C:18]([C:20]3[CH:21]=[CH:22][C:23]([F:26])=[CH:24][CH:25]=3)=[C:17]([C:27](=[O:30])[NH:28][CH3:29])[C:16]=2[CH:31]=1)(=[O:10])=[O:9]. (4) Given the reactants [N:1]1[CH:6]=[CH:5][CH:4]=[C:3]([C:7]2[CH:8]=[C:9]3[C:14](=[CH:15][CH:16]=2)[NH:13][C:12](=O)[CH2:11][CH2:10]3)[CH:2]=1.COC1C=CC(P2(SP(C3C=CC(OC)=CC=3)(=S)S2)=[S:27])=CC=1, predict the reaction product. The product is: [N:1]1[CH:6]=[CH:5][CH:4]=[C:3]([C:7]2[CH:8]=[C:9]3[C:14](=[CH:15][CH:16]=2)[NH:13][C:12](=[S:27])[CH2:11][CH2:10]3)[CH:2]=1. (5) Given the reactants Br[C:2]1([CH3:12])[CH:7]=[CH:6][C:5]([CH3:8])=[C:4]([CH3:9])[CH:3]1[CH2:10][OH:11].[CH2:13]([Li])[CH2:14][CH2:15][CH3:16].CCCCCC.[Cl-].[NH4+], predict the reaction product. The product is: [CH2:13]([C:2]1([CH3:12])[CH:7]=[CH:6][C:5]([CH3:8])=[C:4]([CH3:9])[CH:3]1[CH2:10][OH:11])[CH2:14][CH2:15][CH3:16]. (6) Given the reactants [F:1][C:2]1([F:24])[CH2:5][CH:4]([CH2:6][O:7][C:8]2[C:9]3[N:10]([C:15]([C:19]([O:21]CC)=[O:20])=[C:16]([CH3:18])[N:17]=3)[CH:11]=[C:12]([CH3:14])[CH:13]=2)[CH2:3]1.[OH-].[Li+].Cl, predict the reaction product. The product is: [F:24][C:2]1([F:1])[CH2:5][CH:4]([CH2:6][O:7][C:8]2[C:9]3[N:10]([C:15]([C:19]([OH:21])=[O:20])=[C:16]([CH3:18])[N:17]=3)[CH:11]=[C:12]([CH3:14])[CH:13]=2)[CH2:3]1. (7) Given the reactants [C:1]([C:5]1[O:9][N:8]=[C:7]([NH:10][C:11]([C@@H:13]2[CH2:18][CH2:17][CH2:16][CH2:15][NH:14]2)=[O:12])[CH:6]=1)([CH3:4])([CH3:3])[CH3:2].Cl.C(N(CC)C(C)C)(C)C.[C:29]([O:33][C:34]([N:36]1[CH2:41][CH2:40][N:39]([C:42](Cl)=[O:43])[CH2:38][CH2:37]1)=[O:35])([CH3:32])([CH3:31])[CH3:30], predict the reaction product. The product is: [C:29]([O:33][C:34]([N:36]1[CH2:37][CH2:38][N:39]([C:42]([N:14]2[CH2:15][CH2:16][CH2:17][CH2:18][C@H:13]2[C:11](=[O:12])[NH:10][C:7]2[CH:6]=[C:5]([C:1]([CH3:4])([CH3:2])[CH3:3])[O:9][N:8]=2)=[O:43])[CH2:40][CH2:41]1)=[O:35])([CH3:32])([CH3:30])[CH3:31]. (8) Given the reactants C[Si]([N-][Si](C)(C)C)(C)C.[Na+].[CH2:11]([O:18][C@@H:19]1[C@@:23]([CH2:43][O:44]S(C2C=CC(C)=CC=2)(=O)=O)([CH2:24][O:25][Si:26]([C:39]([CH3:42])([CH3:41])[CH3:40])([C:33]2[CH:38]=[CH:37][CH:36]=[CH:35][CH:34]=2)[C:27]2[CH:32]=[CH:31][CH:30]=[CH:29][CH:28]=2)[O:22][C@@H:21]([N:55]2[C:72]3[N:71]=[CH:70][N:69]=[C:59]([NH:60][C:61](=O)[C:62]4[CH:67]=[CH:66][CH:65]=[CH:64][CH:63]=4)[C:58]=3[N:57]=[CH:56]2)[C@@H:20]1O)[C:12]1[CH:17]=[CH:16][CH:15]=[CH:14][CH:13]=1.C(=O)(O)[O-].[Na+], predict the reaction product. The product is: [CH2:11]([O:18][C@@H:19]1[C@@:23]2([CH2:43][O:44][C@H:20]1[C@H:21]([N:55]1[C:72]3[N:71]=[CH:70][N:69]=[C:59]([NH:60][CH2:61][C:62]4[CH:63]=[CH:64][CH:65]=[CH:66][CH:67]=4)[C:58]=3[N:57]=[CH:56]1)[O:22]2)[CH2:24][O:25][Si:26]([C:39]([CH3:42])([CH3:41])[CH3:40])([C:33]1[CH:34]=[CH:35][CH:36]=[CH:37][CH:38]=1)[C:27]1[CH:28]=[CH:29][CH:30]=[CH:31][CH:32]=1)[C:12]1[CH:17]=[CH:16][CH:15]=[CH:14][CH:13]=1. (9) Given the reactants Cl.[NH2:2][C:3]1[CH:8]=[CH:7][C:6]([C:9]2[N:10]=[C:11]([C:21]([CH3:24])([CH3:23])[CH3:22])[NH:12][C:13]=2[C:14]2[CH:19]=[CH:18][CH:17]=[C:16]([CH3:20])[N:15]=2)=[CH:5][C:4]=1[OH:25].Cl[CH2:27][C:28](Cl)=[O:29].C(=O)([O-])[O-].[K+].[K+], predict the reaction product. The product is: [C:21]([C:11]1[NH:12][C:13]([C:14]2[CH:19]=[CH:18][CH:17]=[C:16]([CH3:20])[N:15]=2)=[C:9]([C:6]2[CH:7]=[CH:8][C:3]3[NH:2][C:28](=[O:29])[CH2:27][O:25][C:4]=3[CH:5]=2)[N:10]=1)([CH3:22])([CH3:24])[CH3:23].